Dataset: Forward reaction prediction with 1.9M reactions from USPTO patents (1976-2016). Task: Predict the product of the given reaction. (1) The product is: [C:26]1([C:24]#[C:25][C:6]2[N:2]([CH3:1])[N:3]=[C:4]([C:18]3[CH:19]=[CH:20][CH:21]=[CH:22][CH:23]=3)[CH:5]=2)[CH2:31][CH2:30][CH2:29][CH2:28][CH:27]=1. Given the reactants [CH3:1][N:2]1[C:6](OS(C2C=CC(C)=CC=2)(=O)=O)=[CH:5][C:4]([C:18]2[CH:23]=[CH:22][CH:21]=[CH:20][CH:19]=2)=[N:3]1.[C:24]([C:26]1[CH2:31][CH2:30][CH2:29][CH2:28][CH:27]=1)#[CH:25], predict the reaction product. (2) The product is: [CH2:3]([O:10][C:11]([NH:13][C@H:14]1[CH2:19][CH2:18][C@H:17]([CH2:20][OH:21])[CH2:16][CH2:15]1)=[O:12])[C:4]1[CH:5]=[CH:6][CH:7]=[CH:8][CH:9]=1. Given the reactants N#N.[CH2:3]([O:10][C:11]([NH:13][C@H:14]1[CH2:19][CH2:18][C@H:17]([C:20](O)=[O:21])[CH2:16][CH2:15]1)=[O:12])[C:4]1[CH:9]=[CH:8][CH:7]=[CH:6][CH:5]=1.S(C)C.[BH4-].[Na+], predict the reaction product. (3) Given the reactants [C:1]([N:5]1[C:9]([C:10]2[CH:15]=[CH:14][C:13]([Cl:16])=[CH:12][CH:11]=2)=[CH:8][C:7]([CH2:17][CH2:18][CH:19]=O)=[N:6]1)([CH3:4])([CH3:3])[CH3:2].[F:21][C:22]1[CH:27]=[CH:26][CH:25]=[CH:24][C:23]=1[N:28]1[CH2:33][CH2:32][NH:31][CH2:30][CH2:29]1.CCN(C(C)C)C(C)C.[BH-](OC(C)=O)(OC(C)=O)OC(C)=O.[Na+], predict the reaction product. The product is: [C:1]([N:5]1[C:9]([C:10]2[CH:15]=[CH:14][C:13]([Cl:16])=[CH:12][CH:11]=2)=[CH:8][C:7]([CH2:17][CH2:18][CH2:19][N:31]2[CH2:30][CH2:29][N:28]([C:23]3[CH:24]=[CH:25][CH:26]=[CH:27][C:22]=3[F:21])[CH2:33][CH2:32]2)=[N:6]1)([CH3:4])([CH3:3])[CH3:2]. (4) Given the reactants N1C=CN=C1.[Si:6](Cl)([C:9]([CH3:12])([CH3:11])[CH3:10])([CH3:8])[CH3:7].[I:14][C:15]1[CH:20]=[CH:19][C:18]([NH:21][CH2:22][CH2:23][OH:24])=[CH:17][CH:16]=1.O.ClCCl, predict the reaction product. The product is: [Si:6]([O:24][CH2:23][CH2:22][NH:21][C:18]1[CH:19]=[CH:20][C:15]([I:14])=[CH:16][CH:17]=1)([C:9]([CH3:12])([CH3:11])[CH3:10])([CH3:8])[CH3:7]. (5) Given the reactants [Cl:1][C:2]1[CH:3]=[C:4]([NH:8][S:9]([C:12]2[CH:13]=[C:14]3[C:18](=[CH:19][CH:20]=2)[NH:17][C:16](=[O:21])[CH2:15]3)(=[O:11])=[O:10])[CH:5]=[CH:6][CH:7]=1.[O:22]=[C:23]1[C:28]2=[CH:29][NH:30][C:31]([CH:32]=O)=[C:27]2[CH2:26][CH2:25][O:24]1, predict the reaction product. The product is: [Cl:1][C:2]1[CH:3]=[C:4]([NH:8][S:9]([C:12]2[CH:13]=[C:14]3[C:18](=[CH:19][CH:20]=2)[NH:17][C:16](=[O:21])[C:15]3=[CH:32][C:31]2[NH:30][CH:29]=[C:28]3[C:23](=[O:22])[O:24][CH2:25][CH2:26][C:27]=23)(=[O:11])=[O:10])[CH:5]=[CH:6][CH:7]=1. (6) Given the reactants [C:9](O[C:9]([O:11][C:12]([CH3:15])([CH3:14])[CH3:13])=[O:10])([O:11][C:12]([CH3:15])([CH3:14])[CH3:13])=[O:10].[NH:16]1[C:25]2[C:20](=[CH:21][CH:22]=[CH:23][CH:24]=2)[CH2:19][CH2:18][CH2:17]1.C(N(CC)CC)C, predict the reaction product. The product is: [N:16]1([C:9]([O:11][C:12]([CH3:13])([CH3:14])[CH3:15])=[O:10])[C:25]2[C:20](=[CH:21][CH:22]=[CH:23][CH:24]=2)[CH2:19][CH2:18][CH2:17]1. (7) Given the reactants Br.O=O.[CH3:4][C:5]1[CH:10]=[CH:9][CH:8]=[C:7]([CH3:11])[C:6]=1[OH:12].C(O)(=O)C, predict the reaction product. The product is: [CH3:4][C:5]1[CH:10]=[C:9]2[O:12][C:6]=1[C:7]([CH3:11])=[CH:8]2.